From a dataset of Forward reaction prediction with 1.9M reactions from USPTO patents (1976-2016). Predict the product of the given reaction. (1) Given the reactants [N:1]1([CH2:6][C:7]2[CH:41]=[CH:40][C:10]([CH2:11][N:12]3[CH:20]=[C:19]4[C:14]([N:15]=[CH:16][N:17]=[C:18]4[NH:21][CH2:22][C:23]4[CH:37]=[CH:36][C:35]([O:38][CH3:39])=[CH:34][C:24]=4[O:25][CH2:26][C:27]([O:29]C(C)(C)C)=[O:28])=[N:13]3)=[CH:9][CH:8]=2)[CH:5]=[CH:4][CH:3]=[N:2]1, predict the reaction product. The product is: [N:1]1([CH2:6][C:7]2[CH:41]=[CH:40][C:10]([CH2:11][N:12]3[CH:20]=[C:19]4[C:14]([N:15]=[CH:16][N:17]=[C:18]4[NH:21][CH2:22][C:23]4[CH:37]=[CH:36][C:35]([O:38][CH3:39])=[CH:34][C:24]=4[O:25][CH2:26][C:27]([OH:29])=[O:28])=[N:13]3)=[CH:9][CH:8]=2)[CH:5]=[CH:4][CH:3]=[N:2]1. (2) Given the reactants [C:1]([C@@H:3]1[CH2:7][CH2:6][CH2:5][N:4]1[C:8]([C@@H:10]1[C@H:15]2[CH2:16][C@H:12]([C@H:13]([OH:17])[CH2:14]2)[N:11]1[C:18]([O:20][C:21]([CH3:24])([CH3:23])[CH3:22])=[O:19])=[O:9])#[N:2].[C:25]1(P(C2C=CC=CC=2)CCCCP(C2C=CC=CC=2)C2C=CC=CC=2)[CH:30]=CC=C[CH:26]=1.C(=O)(OCC)OCC=C, predict the reaction product. The product is: [CH2:30]([O:17][C@H:13]1[C@H:12]2[CH2:16][C@H:15]([C@@H:10]([C:8]([N:4]3[CH2:5][CH2:6][CH2:7][C@H:3]3[C:1]#[N:2])=[O:9])[N:11]2[C:18]([O:20][C:21]([CH3:24])([CH3:23])[CH3:22])=[O:19])[CH2:14]1)[CH:25]=[CH2:26]. (3) Given the reactants Cl[C:2]1[N:7]=[C:6]([Cl:8])[N:5]=[C:4]([O:9][CH3:10])[N:3]=1.Cl.[Cl:12][C:13]1[C:17]([Cl:18])=[C:16]([CH3:19])[NH:15][C:14]=1[C:20]([NH:22][CH:23]1[CH2:28][CH2:27][NH:26][CH2:25][CH2:24]1)=[O:21], predict the reaction product. The product is: [Cl:12][C:13]1[C:17]([Cl:18])=[C:16]([CH3:19])[NH:15][C:14]=1[C:20]([NH:22][CH:23]1[CH2:28][CH2:27][N:26]([C:2]2[N:7]=[C:6]([Cl:8])[N:5]=[C:4]([O:9][CH3:10])[N:3]=2)[CH2:25][CH2:24]1)=[O:21]. (4) The product is: [P:1]([O:3][CH2:4][CH3:5])([O:6][CH2:7][CH3:8])([O:29][C:14]1[CH:13]=[C:12]([CH:11]=[CH2:10])[C:17]2[O:18][C:19]([C:21]3[CH:22]=[CH:23][C:24]([O:28][P:1]([O:9][CH2:37][CH3:38])([O:3][CH2:4][CH3:5])=[O:6])=[C:25]([F:27])[CH:26]=3)=[N:20][C:16]=2[CH:15]=1)=[O:9]. Given the reactants [P:1]([O-:9])([O:6][CH2:7][CH3:8])([O:3][CH2:4][CH3:5])=O.[CH2:10]=[CH:11][C:12]1[C:17]2[O:18][C:19]([C:21]3[CH:22]=[CH:23][C:24]([OH:28])=[C:25]([F:27])[CH:26]=3)=[N:20][C:16]=2[CH:15]=[C:14]([OH:29])[CH:13]=1.C(N([CH2:37][CH3:38])C(C)C)(C)C.C(Cl)(Cl)(Cl)Cl, predict the reaction product. (5) Given the reactants CON(C)[C:4]([C:6]1[C:7](=[O:18])[NH:8][C:9]2[C:14]([C:15]=1[OH:16])=[CH:13][C:12]([Cl:17])=[CH:11][CH:10]=2)=[O:5].[CH2:20]([O:27][CH2:28][CH2:29][CH2:30][Mg]Br)[C:21]1[CH:26]=[CH:25][CH:24]=[CH:23][CH:22]=1, predict the reaction product. The product is: [CH2:20]([O:27][CH2:28][CH2:29][CH2:30][C:4]([C:6]1[C:7](=[O:18])[NH:8][C:9]2[C:14]([C:15]=1[OH:16])=[CH:13][C:12]([Cl:17])=[CH:11][CH:10]=2)=[O:5])[C:21]1[CH:26]=[CH:25][CH:24]=[CH:23][CH:22]=1. (6) Given the reactants [NH2:1][C:2]1[N:12]=[CH:11][C:10](Br)=[CH:9][C:3]=1[C:4]([N:6]([CH3:8])[CH3:7])=[O:5].[B:14]1([B:14]2[O:18][C:17]([CH3:20])([CH3:19])[C:16]([CH3:22])([CH3:21])[O:15]2)[O:18][C:17]([CH3:20])([CH3:19])[C:16]([CH3:22])([CH3:21])[O:15]1.C([O-])(=O)C.[K+], predict the reaction product. The product is: [NH2:1][C:2]1[N:12]=[CH:11][C:10]([B:14]2[O:18][C:17]([CH3:20])([CH3:19])[C:16]([CH3:22])([CH3:21])[O:15]2)=[CH:9][C:3]=1[C:4]([N:6]([CH3:8])[CH3:7])=[O:5].